From a dataset of Forward reaction prediction with 1.9M reactions from USPTO patents (1976-2016). Predict the product of the given reaction. Given the reactants [F:1][C:2]1[CH:39]=[CH:38][C:5]([CH2:6][N:7]2[C:11]3[CH:12]=[N:13][C:14]4[C:15](=[O:29])[N:16]([O:20]COCC[Si](C)(C)C)[CH2:17][CH2:18][C:19]=4[C:10]=3[C:9]([CH2:30][O:31][CH2:32][CH2:33][CH2:34][O:35][CH2:36][CH3:37])=[CH:8]2)=[CH:4][CH:3]=1.Cl, predict the reaction product. The product is: [F:1][C:2]1[CH:3]=[CH:4][C:5]([CH2:6][N:7]2[C:11]3[CH:12]=[N:13][C:14]4[C:15](=[O:29])[N:16]([OH:20])[CH2:17][CH2:18][C:19]=4[C:10]=3[C:9]([CH2:30][O:31][CH2:32][CH2:33][CH2:34][O:35][CH2:36][CH3:37])=[CH:8]2)=[CH:38][CH:39]=1.